This data is from Full USPTO retrosynthesis dataset with 1.9M reactions from patents (1976-2016). The task is: Predict the reactants needed to synthesize the given product. (1) Given the product [CH3:59][O:58][C:56](=[O:57])[NH:55][CH:51]([C:50]([N:44]1[CH:43]([C:41]2[NH:42][C:38]3[CH:37]=[C:36]([C:29]4[CH:30]=[CH:31][C:32]5[C:33]6[C:25](=[CH:24][C:23]([C:20]7[NH:19][C:18]([CH:17]8[CH2:16][C:13]9([CH2:14][CH2:15]9)[CH2:12][NH:11]8)=[CH:22][CH:21]=7)=[CH:35][CH:34]=6)[C:26]([F:64])([F:63])[C:27]=5[CH:28]=4)[CH:62]=[CH:61][C:39]=3[N:40]=2)[CH:48]2[CH2:49][CH:45]1[CH2:46][CH2:47]2)=[O:60])[CH:52]([CH3:54])[CH3:53], predict the reactants needed to synthesize it. The reactants are: C(OC([N:11]1[CH:17]([C:18]2[NH:19][C:20]([C:23]3[CH:35]=[CH:34][C:33]4[C:32]5[C:27](=[CH:28][C:29]([C:36]6[CH:62]=[CH:61][C:39]7[N:40]=[C:41]([CH:43]8[CH:48]9[CH2:49][CH:45]([CH2:46][CH2:47]9)[N:44]8[C:50](=[O:60])[CH:51]([NH:55][C:56]([O:58][CH3:59])=[O:57])[CH:52]([CH3:54])[CH3:53])[NH:42][C:38]=7[CH:37]=6)=[CH:30][CH:31]=5)[C:26]([F:64])([F:63])[C:25]=4[CH:24]=3)=[CH:21][CH:22]=2)[CH2:16][C:13]2([CH2:15][CH2:14]2)[CH2:12]1)=O)C1C=CC=CC=1. (2) Given the product [Cl:6][C:7]1[C:8]([C:29]2[N:33]3[CH:34]=[CH:35][CH:36]=[CH:37][C:32]3=[N:31][CH:30]=2)=[N:9][C:10]([NH:13][C:14]2[CH:19]=[CH:18][C:17]([O:20][CH:21]3[CH2:26][CH2:25][N:24]([S:2]([CH3:1])(=[O:4])=[O:3])[CH2:23][CH2:22]3)=[CH:16][C:15]=2[O:27][CH3:28])=[N:11][CH:12]=1, predict the reactants needed to synthesize it. The reactants are: [CH3:1][S:2](Cl)(=[O:4])=[O:3].[Cl:6][C:7]1[C:8]([C:29]2[N:33]3[CH:34]=[CH:35][CH:36]=[CH:37][C:32]3=[N:31][CH:30]=2)=[N:9][C:10]([NH:13][C:14]2[CH:19]=[CH:18][C:17]([O:20][CH:21]3[CH2:26][CH2:25][NH:24][CH2:23][CH2:22]3)=[CH:16][C:15]=2[O:27][CH3:28])=[N:11][CH:12]=1.C(N(CC)CC)C. (3) Given the product [N+:12]([C:6]1[CH:11]=[CH:10][C:9]2[CH2:8][CH2:7][NH:1][CH2:2][CH2:3][C:4]=2[CH:5]=1)([O-:14])=[O:13], predict the reactants needed to synthesize it. The reactants are: [NH:1]1[C:7]2[CH:8]=[CH:9][CH:10]=[CH:11][C:6]=2[CH2:5][CH2:4][CH2:3][CH2:2]1.[N+:12]([O-])([OH:14])=[O:13]. (4) Given the product [CH2:28]([N:4]([CH2:1][CH2:2][CH3:3])[CH2:5][CH2:6][CH2:7][CH2:8][N:9]([CH3:27])[S:10]([C:13]1[CH:18]=[CH:17][C:16]([CH2:19][N:20]([CH2:21][C:22]2[NH:26][CH:25]=[CH:24][N:23]=2)[CH2:37][C:33]2[N:32]([CH3:31])[CH:36]=[CH:35][N:34]=2)=[CH:15][CH:14]=1)(=[O:11])=[O:12])[CH2:29][CH3:30], predict the reactants needed to synthesize it. The reactants are: [CH2:1]([N:4]([CH2:28][CH2:29][CH3:30])[CH2:5][CH2:6][CH2:7][CH2:8][N:9]([CH3:27])[S:10]([C:13]1[CH:18]=[CH:17][C:16]([CH2:19][NH:20][CH2:21][C:22]2[NH:23][CH:24]=[CH:25][N:26]=2)=[CH:15][CH:14]=1)(=[O:12])=[O:11])[CH2:2][CH3:3].[CH3:31][N:32]1[CH:36]=[CH:35][N:34]=[C:33]1[CH:37]=O.C([BH3-])#N.[Na+].C(O)(=O)C.